Dataset: Forward reaction prediction with 1.9M reactions from USPTO patents (1976-2016). Task: Predict the product of the given reaction. Given the reactants [Cl:1][C:2]1[N:12]=[CH:11][C:10]([CH2:13][N:14]2[C:18]([CH3:19])=[C:17]([C:20]3[CH:25]=[CH:24][C:23]([C:26]#[N:27])=[CH:22][CH:21]=3)[C:16]([C:28]#[N:29])=[C:15]2[CH:30]=[O:31])=[CH:9][C:3]=1[C:4]([O:6][CH2:7][CH3:8])=[O:5].C1(C)C(S([CH2:41][N+:42]#[C-:43])(=O)=O)=CC=CC=1.C(=O)([O-])[O-].[K+].[K+].[Cl-].[Na+], predict the reaction product. The product is: [Cl:1][C:2]1[N:12]=[CH:11][C:10]([CH2:13][N:14]2[C:18]([CH3:19])=[C:17]([C:20]3[CH:21]=[CH:22][C:23]([C:26]#[N:27])=[CH:24][CH:25]=3)[C:16]([C:28]#[N:29])=[C:15]2[C:30]2[O:31][CH:43]=[N:42][CH:41]=2)=[CH:9][C:3]=1[C:4]([O:6][CH2:7][CH3:8])=[O:5].